This data is from Forward reaction prediction with 1.9M reactions from USPTO patents (1976-2016). The task is: Predict the product of the given reaction. (1) Given the reactants OO.C(O)[C@@H](O)[C@H]1[O:10][C:8](=[O:9])[C:7](O)=[C:6]1O.C(O)(=O)C=C.[C:20]([O:24][CH2:25][CH2:26][OH:27])(=[O:23])[CH:21]=[CH2:22].SCCO.C(OO)(C)(C)C, predict the reaction product. The product is: [C:8]([OH:10])(=[O:9])[CH:7]=[CH2:6].[C:20]([O:24][CH2:25][CH2:26][OH:27])(=[O:23])[CH:21]=[CH2:22]. (2) Given the reactants [F:1][C:2]([F:19])([F:18])[CH2:3][CH2:4][NH:5][CH2:6][C:7]1[CH:12]=[CH:11][C:10]([F:13])=[CH:9][C:8]=1[C:14]([F:17])([F:16])[F:15].[Li+].C[Si]([N-][Si](C)(C)C)(C)C.[Br:30][C:31]1[CH:36]=[CH:35][C:34](F)=[C:33]([N+:38]([O-:40])=[O:39])[CH:32]=1, predict the reaction product. The product is: [Br:30][C:31]1[CH:36]=[CH:35][C:34]([N:5]([CH2:6][C:7]2[CH:12]=[CH:11][C:10]([F:13])=[CH:9][C:8]=2[C:14]([F:16])([F:15])[F:17])[CH2:4][CH2:3][C:2]([F:1])([F:18])[F:19])=[C:33]([N+:38]([O-:40])=[O:39])[CH:32]=1. (3) Given the reactants C([O:8][C:9]1[CH:14]=[CH:13][C:12]([S:15]([CH3:18])(=[O:17])=[O:16])=[CH:11][C:10]=1[C:19]([N:21]1[CH2:26][CH2:25][N:24]([C:27]2[CH:32]=[CH:31][C:30]([S:33]([CH3:36])(=[O:35])=[O:34])=[CH:29][C:28]=2[F:37])[CH2:23][CH2:22]1)=[O:20])C1C=CC=CC=1.C(Cl)(Cl)Cl, predict the reaction product. The product is: [F:37][C:28]1[CH:29]=[C:30]([S:33]([CH3:36])(=[O:34])=[O:35])[CH:31]=[CH:32][C:27]=1[N:24]1[CH2:23][CH2:22][N:21]([C:19]([C:10]2[CH:11]=[C:12]([S:15]([CH3:18])(=[O:17])=[O:16])[CH:13]=[CH:14][C:9]=2[OH:8])=[O:20])[CH2:26][CH2:25]1. (4) Given the reactants [CH3:1][C:2]1[O:13][C:5]2[CH2:6][N:7]([CH3:12])[CH2:8][CH2:9][CH:10]([OH:11])[C:4]=2[CH:3]=1.[Br:14][C:15]1[C:16]([Cl:22])=[C:17](F)[CH:18]=[CH:19][CH:20]=1, predict the reaction product. The product is: [ClH:22].[Br:14][C:15]1[C:16]([Cl:22])=[C:17]([O:11][CH:10]2[CH2:9][CH2:8][N:7]([CH3:12])[CH2:6][C:5]3[O:13][C:2]([CH3:1])=[CH:3][C:4]2=3)[CH:18]=[CH:19][CH:20]=1.